This data is from Full USPTO retrosynthesis dataset with 1.9M reactions from patents (1976-2016). The task is: Predict the reactants needed to synthesize the given product. Given the product [F:8][C:4]1[CH:5]=[CH:6][CH:7]=[C:2]([F:1])[C:3]=1[N:9]1[C:14]2[N:15]=[C:16]([NH:27][CH2:28][C:29]([N:34]3[CH2:37][CH:36]([OH:38])[CH2:35]3)=[O:30])[N:17]=[C:18]([C:19]3[CH:24]=[CH:23][C:22]([F:25])=[CH:21][C:20]=3[CH3:26])[C:13]=2[CH:12]=[CH:11][C:10]1=[O:32], predict the reactants needed to synthesize it. The reactants are: [F:1][C:2]1[CH:7]=[CH:6][CH:5]=[C:4]([F:8])[C:3]=1[N:9]1[C:14]2[N:15]=[C:16]([NH:27][CH2:28][C:29](O)=[O:30])[N:17]=[C:18]([C:19]3[CH:24]=[CH:23][C:22]([F:25])=[CH:21][C:20]=3[CH3:26])[C:13]=2[CH:12]=[CH:11][C:10]1=[O:32].Cl.[NH:34]1[CH2:37][CH:36]([OH:38])[CH2:35]1.CN1CCOCC1.